From a dataset of Forward reaction prediction with 1.9M reactions from USPTO patents (1976-2016). Predict the product of the given reaction. (1) Given the reactants Cl.[C:2]1([CH:8]([CH:11]2[CH2:16][CH2:15][NH:14][CH2:13][CH2:12]2)[C:9]#[N:10])[CH:7]=[CH:6][CH:5]=[CH:4][CH:3]=1.F[C:18]1[CH:23]=[CH:22][C:21]([N+:24]([O-:26])=[O:25])=[CH:20][CH:19]=1.C(=O)([O-])[O-].[K+].[K+].O, predict the reaction product. The product is: [N+:24]([C:21]1[CH:22]=[CH:23][C:18]([N:14]2[CH2:15][CH2:16][CH:11]([CH:8]([C:2]3[CH:3]=[CH:4][CH:5]=[CH:6][CH:7]=3)[C:9]#[N:10])[CH2:12][CH2:13]2)=[CH:19][CH:20]=1)([O-:26])=[O:25]. (2) Given the reactants C1(S([N:10]2[C:18]3[C:13](=[CH:14][CH:15]=[C:16]([F:19])[CH:17]=3)[C:12]([C:20]3[CH:29]=[CH:28][C:23]4[N:24]=[C:25]([NH2:27])[O:26][C:22]=4[CH:21]=3)=[CH:11]2)(=O)=O)C=CC=CC=1.[NH4+].[Cl-], predict the reaction product. The product is: [F:19][C:16]1[CH:17]=[C:18]2[C:13]([C:12]([C:20]3[CH:29]=[CH:28][C:23]4[N:24]=[C:25]([NH2:27])[O:26][C:22]=4[CH:21]=3)=[CH:11][NH:10]2)=[CH:14][CH:15]=1. (3) Given the reactants Cl.[Cl:2][C:3]1[CH:4]=[CH:5][C:6]([S:11]([CH2:14][CH3:15])(=[O:13])=[O:12])=[C:7]([CH:10]=1)[CH2:8][NH2:9].[NH2:16][C:17]1[CH:25]=[C:24]([O:26][CH:27]2[CH2:32][CH2:31][N:30]([C:33]([O:35][C:36]([CH3:39])([CH3:38])[CH3:37])=[O:34])[CH2:29][CH2:28]2)[C:23]([Cl:40])=[CH:22][C:18]=1[C:19](O)=[O:20].CN(C(ON1N=NC2C=CC=CC1=2)=[N+](C)C)C.F[P-](F)(F)(F)(F)F, predict the reaction product. The product is: [NH2:16][C:17]1[C:18]([C:19](=[O:20])[NH:9][CH2:8][C:7]2[CH:10]=[C:3]([Cl:2])[CH:4]=[CH:5][C:6]=2[S:11]([CH2:14][CH3:15])(=[O:13])=[O:12])=[CH:22][C:23]([Cl:40])=[C:24]([CH:25]=1)[O:26][CH:27]1[CH2:28][CH2:29][N:30]([C:33]([O:35][C:36]([CH3:39])([CH3:37])[CH3:38])=[O:34])[CH2:31][CH2:32]1. (4) Given the reactants C([O:3][C:4](=[O:25])[C@@H:5]([O:22][CH2:23][CH3:24])[CH2:6][C:7]1[CH:12]=[CH:11][C:10]([O:13][CH2:14][C:15]2[S:16][C:17](Br)=[CH:18][C:19]=2[CH3:20])=[CH:9][CH:8]=1)C.[O:26]1[CH2:31][CH2:30][N:29]([S:32]([C:35]2[CH:40]=[CH:39][C:38](B(O)O)=[CH:37][CH:36]=2)(=[O:34])=[O:33])[CH2:28][CH2:27]1, predict the reaction product. The product is: [CH2:23]([O:22][C@@H:5]([CH2:6][C:7]1[CH:8]=[CH:9][C:10]([O:13][CH2:14][C:15]2[S:16][C:17]([C:38]3[CH:39]=[CH:40][C:35]([S:32]([N:29]4[CH2:28][CH2:27][O:26][CH2:31][CH2:30]4)(=[O:33])=[O:34])=[CH:36][CH:37]=3)=[CH:18][C:19]=2[CH3:20])=[CH:11][CH:12]=1)[C:4]([OH:3])=[O:25])[CH3:24]. (5) Given the reactants [OH:1][CH2:2][C:3]1([CH2:15][OH:16])[CH2:9][CH2:8][O:7][C:6]2[CH:10]=[CH:11][CH:12]=[CH:13][C:5]=2[C:4]1=[O:14].C(N(CC)CC)C.[C:24]1([N:30]=[C:31]=[S:32])[CH:29]=[CH:28][CH:27]=[CH:26][CH:25]=1, predict the reaction product. The product is: [OH:16][CH2:15][C:3]1([CH2:2][O:1][C:31](=[S:32])[NH:30][C:24]2[CH:29]=[CH:28][CH:27]=[CH:26][CH:25]=2)[CH2:9][CH2:8][O:7][C:6]2[CH:10]=[CH:11][CH:12]=[CH:13][C:5]=2[C:4]1=[O:14]. (6) Given the reactants [Li+].[OH-].[CH3:3][O:4][C:5]1[CH:31]=[CH:30][C:8]([CH2:9][NH:10][C:11]2[C:20](/[CH:21]=[C:22](\[CH3:28])/[C:23]([O:25]CC)=[O:24])=[CH:19][C:18]3[C:13](=[CH:14][CH:15]=[C:16]([Br:29])[CH:17]=3)[N:12]=2)=[CH:7][CH:6]=1, predict the reaction product. The product is: [CH3:3][O:4][C:5]1[CH:6]=[CH:7][C:8]([CH2:9][NH:10][C:11]2[C:20](/[CH:21]=[C:22](\[CH3:28])/[C:23]([OH:25])=[O:24])=[CH:19][C:18]3[C:13](=[CH:14][CH:15]=[C:16]([Br:29])[CH:17]=3)[N:12]=2)=[CH:30][CH:31]=1. (7) Given the reactants [NH2:1][C:2]1[CH:7]=[CH:6][C:5]([C:8]2[N:13]=[C:12]([N:14]3[CH:19]([CH3:20])[CH2:18][O:17][CH2:16][CH:15]3[CH3:21])[N:11]=[C:10]([C:22]3[CH:27]=[CH:26][C:25]([NH:28][C:29]([NH:31][CH3:32])=[O:30])=[CH:24][CH:23]=3)[N:9]=2)=[CH:4][CH:3]=1.[C:33]([C:36]1[CH:41]=[CH:40][C:39]([NH:42][C:43](=O)[O:44]C2C=CC=CC=2)=[CH:38][CH:37]=1)(=[O:35])[NH2:34], predict the reaction product. The product is: [CH3:21][CH:15]1[CH2:16][O:17][CH2:18][CH:19]([CH3:20])[N:14]1[C:12]1[N:11]=[C:10]([C:22]2[CH:27]=[CH:26][C:25]([NH:28][C:29](=[O:30])[NH:31][CH3:32])=[CH:24][CH:23]=2)[N:9]=[C:8]([C:5]2[CH:4]=[CH:3][C:2]([NH:1][C:43]([NH:42][C:39]3[CH:40]=[CH:41][C:36]([C:33]([NH2:34])=[O:35])=[CH:37][CH:38]=3)=[O:44])=[CH:7][CH:6]=2)[N:13]=1. (8) Given the reactants [CH3:1][O:2][C:3](=[O:16])[CH2:4][C:5]1[CH:14]=[CH:13][CH:12]=[C:11]2[C:6]=1[CH:7]=[CH:8][C:9](Cl)=[N:10]2.[CH2:17]([OH:24])[C:18]1[CH:23]=[CH:22][CH:21]=[CH:20][CH:19]=1.[H-].[Na+].C(O)(=O)CC(CC(O)=O)(C(O)=O)O.[N+](=C)=[N-], predict the reaction product. The product is: [CH3:1][O:2][C:3](=[O:16])[CH2:4][C:5]1[CH:14]=[CH:13][CH:12]=[C:11]2[C:6]=1[CH:7]=[CH:8][C:9]([O:24][CH2:17][C:18]1[CH:23]=[CH:22][CH:21]=[CH:20][CH:19]=1)=[N:10]2.